Dataset: Catalyst prediction with 721,799 reactions and 888 catalyst types from USPTO. Task: Predict which catalyst facilitates the given reaction. Reactant: [C:1]1([C:7]#[C:8][CH3:9])[CH:6]=[CH:5][CH:4]=[CH:3][CH:2]=1.S(=O)(=O)(O)[OH:11]. Product: [C:7]([C:1]1[CH:6]=[CH:5][CH:4]=[CH:3][CH:2]=1)(=[O:11])[CH2:8][CH3:9]. The catalyst class is: 24.